Task: Regression/Classification. Given a drug SMILES string, predict its absorption, distribution, metabolism, or excretion properties. Task type varies by dataset: regression for continuous measurements (e.g., permeability, clearance, half-life) or binary classification for categorical outcomes (e.g., BBB penetration, CYP inhibition). Dataset: cyp2c19_veith.. Dataset: CYP2C19 inhibition data for predicting drug metabolism from PubChem BioAssay The molecule is COc1ccc2[nH]cc(CCNc3ccnc(-c4c(C)noc4C)n3)c2c1. The result is 1 (inhibitor).